Predict which catalyst facilitates the given reaction. From a dataset of Catalyst prediction with 721,799 reactions and 888 catalyst types from USPTO. (1) Reactant: [C:1]([O:5][C:6]([N:8]1[CH2:11][CH:10]([CH2:12][OH:13])[CH2:9]1)=[O:7])([CH3:4])([CH3:3])[CH3:2].CCN(CC)CC.[CH3:21][S:22](Cl)(=[O:24])=[O:23]. Product: [C:1]([O:5][C:6]([N:8]1[CH2:11][CH:10]([CH2:12][O:13][S:22]([CH3:21])(=[O:24])=[O:23])[CH2:9]1)=[O:7])([CH3:4])([CH3:3])[CH3:2]. The catalyst class is: 2. (2) Reactant: [F:1][C:2]1[CH:8]=[C:7]([CH3:9])[C:6](B2OC(C)(C)C(C)(C)O2)=[CH:5][C:3]=1[NH2:4].FC(F)(F)S(O[C:25]1[C:36]([CH3:37])=[N:35][C:28]2[N:29]=[C:30]([S:33][CH3:34])[N:31]=[CH:32][C:27]=2[CH:26]=1)(=O)=O.C([O-])([O-])=O.[K+].[K+].CCOC(C)=O. Product: [F:1][C:2]1[CH:8]=[C:7]([CH3:9])[C:6]([C:25]2[C:36]([CH3:37])=[N:35][C:28]3[N:29]=[C:30]([S:33][CH3:34])[N:31]=[CH:32][C:27]=3[CH:26]=2)=[CH:5][C:3]=1[NH2:4]. The catalyst class is: 70. (3) Reactant: C[O:2][C:3]1[CH:4]=[C:5]([NH:46][S:47]([CH3:50])(=[O:49])=[O:48])[CH:6]=[CH:7][C:8]=1[C:9]1[C:17]2[C:16]([NH:18][C@H:19]([C:21]3[N:26]([C:27]4[CH:32]=[CH:31][CH:30]=[CH:29][CH:28]=4)[C:25](=[O:33])[C:24]4=[C:34]([CH3:37])[CH:35]=[CH:36][N:23]4[N:22]=3)[CH3:20])=[N:15][CH:14]=[N:13][C:12]=2[N:11](COCC[Si](C)(C)C)[CH:10]=1.B(Br)(Br)Br.N. Product: [OH:2][C:3]1[CH:4]=[C:5]([NH:46][S:47]([CH3:50])(=[O:48])=[O:49])[CH:6]=[CH:7][C:8]=1[C:9]1[C:17]2[C:16]([NH:18][C@H:19]([C:21]3[N:26]([C:27]4[CH:28]=[CH:29][CH:30]=[CH:31][CH:32]=4)[C:25](=[O:33])[C:24]4=[C:34]([CH3:37])[CH:35]=[CH:36][N:23]4[N:22]=3)[CH3:20])=[N:15][CH:14]=[N:13][C:12]=2[NH:11][CH:10]=1. The catalyst class is: 4. (4) Reactant: [CH3:1][C:2]1([CH3:12])[O:6][C@@H:5]([CH2:7][C:8](O)=[O:9])[C:4](=[O:11])[O:3]1. Product: [OH:9][CH2:8][CH2:7][C@@H:5]1[O:6][C:2]([CH3:1])([CH3:12])[O:3][C:4]1=[O:11]. The catalyst class is: 7. (5) Reactant: C([O:5][C:6](=O)[NH:7][CH2:8][CH2:9][CH2:10][NH:11][C:12]([C:14]1[N:15]=[CH:16][C:17]2[C:18](=[O:32])[N:19]([CH2:25][C:26]3[CH:31]=[CH:30][CH:29]=[CH:28][CH:27]=3)[CH:20]=[CH:21][C:22]=2[C:23]=1[OH:24])=[O:13])(C)(C)C.[F:34][C:35]([F:40])([F:39])C(O)=O. Product: [F:34][C:35]([F:40])([F:39])[C:6]([NH:7][CH2:8][CH2:9][CH2:10][NH:11][C:12]([C:14]1[N:15]=[CH:16][C:17]2[C:18](=[O:32])[N:19]([CH2:25][C:26]3[CH:27]=[CH:28][CH:29]=[CH:30][CH:31]=3)[CH:20]=[CH:21][C:22]=2[C:23]=1[OH:24])=[O:13])=[O:5]. The catalyst class is: 2. (6) Reactant: CC1C=C(C)C=C(C)C=1S([O-])(=O)=O.[NH2:14][N+:15]1[CH:20]=[CH:19][C:18]([O:21][CH3:22])=[CH:17][C:16]=1[O:23][CH2:24][C:25]1[C:30]([F:31])=[CH:29][CH:28]=[CH:27][C:26]=1[F:32].[C:33]([O:38][CH2:39][CH3:40])(=[O:37])[C:34]#[C:35][CH3:36].C(=O)([O-])[O-].[K+].[K+].O. Product: [CH2:39]([O:38][C:33]([C:34]1[C:35]([CH3:36])=[N:14][N:15]2[C:16]([O:23][CH2:24][C:25]3[C:30]([F:31])=[CH:29][CH:28]=[CH:27][C:26]=3[F:32])=[CH:17][C:18]([O:21][CH3:22])=[CH:19][C:20]=12)=[O:37])[CH3:40]. The catalyst class is: 9. (7) Reactant: C(N(CC)CC)C.[NH2:8][C:9]1[N:17]=[C:16]([CH3:18])[CH:15]=[CH:14][C:10]=1[C:11]([OH:13])=O.[CH3:19][C:20]1[CH:25]=[CH:24][CH:23]=[CH:22][C:21]=1[O:26][C:27]1[CH:28]=[C:29]([CH:32]=[CH:33][CH:34]=1)[CH2:30][NH2:31].CN([P+](ON1N=NC2C=CC=CC1=2)(N(C)C)N(C)C)C.F[P-](F)(F)(F)(F)F. Product: [CH3:19][C:20]1[CH:25]=[CH:24][CH:23]=[CH:22][C:21]=1[O:26][C:27]1[CH:28]=[C:29]([CH2:30][NH:31][C:11](=[O:13])[C:10]2[CH:14]=[CH:15][C:16]([CH3:18])=[N:17][C:9]=2[NH2:8])[CH:32]=[CH:33][CH:34]=1. The catalyst class is: 136. (8) Reactant: [C:1]([C:7]1[CH:12]=[CH:11][CH:10]=[CH:9][C:8]=1[C:13](=[O:21])[CH2:14][C:15]1[CH:20]=[CH:19][CH:18]=[CH:17][CH:16]=1)#[C:2][CH2:3][CH2:4][CH2:5][CH3:6].C[Si]([N-][Si](C)(C)C)(C)C.[K+]. Product: [CH2:3]([C:2]1[C:14]([C:15]2[CH:16]=[CH:17][CH:18]=[CH:19][CH:20]=2)=[C:13]([OH:21])[C:8]2[C:7]([CH:1]=1)=[CH:12][CH:11]=[CH:10][CH:9]=2)[CH2:4][CH2:5][CH3:6]. The catalyst class is: 11. (9) Product: [CH2:19]([N:8]([CH2:1][C:2]1[CH:3]=[CH:4][CH:5]=[CH:6][CH:7]=1)[C@@H:9]([CH2:12][C:13]1[CH:14]=[CH:15][CH:16]=[CH:17][CH:18]=1)[CH:10]=[O:11])[C:20]1[CH:21]=[CH:22][CH:23]=[CH:24][CH:25]=1. Reactant: [CH2:1]([N:8]([CH2:19][C:20]1[CH:25]=[CH:24][CH:23]=[CH:22][CH:21]=1)[C@@H:9]([CH2:12][C:13]1[CH:18]=[CH:17][CH:16]=[CH:15][CH:14]=1)[CH2:10][OH:11])[C:2]1[CH:7]=[CH:6][CH:5]=[CH:4][CH:3]=1.C(N(CC)CC)C.O. The catalyst class is: 148. (10) Reactant: [Cl:1][C:2]1[CH:10]=[CH:9][C:5]([C:6](Cl)=[O:7])=[CH:4][C:3]=1[N+:11]([O-:13])=[O:12].[NH2:14][C:15]1[CH:20]=[CH:19][C:18]([Cl:21])=[CH:17][N:16]=1.C(N(CC)C(C)C)(C)C. Product: [Cl:1][C:2]1[CH:10]=[CH:9][C:5]([C:6]([NH:14][C:15]2[CH:20]=[CH:19][C:18]([Cl:21])=[CH:17][N:16]=2)=[O:7])=[CH:4][C:3]=1[N+:11]([O-:13])=[O:12]. The catalyst class is: 2.